This data is from Reaction yield outcomes from USPTO patents with 853,638 reactions. The task is: Predict the reaction yield, written as a fraction of the theoretical maximum amount of product (1.0 means a 100% yield; for example, 0.34 means a 34% yield). The reactants are [Cl-].[CH3:2][S+](C)(C)=O.[H-].[Na+].[OH:9][C:10]1[C:17]([CH3:18])=[CH:16][CH:15]=[CH:14][C:11]=1[CH:12]=[O:13].O. The catalyst is C1COCC1. The product is [CH3:18][C:17]1[C:10]2[O:9][CH2:2][CH:12]([OH:13])[C:11]=2[CH:14]=[CH:15][CH:16]=1. The yield is 0.450.